This data is from CYP1A2 inhibition data for predicting drug metabolism from PubChem BioAssay. The task is: Regression/Classification. Given a drug SMILES string, predict its absorption, distribution, metabolism, or excretion properties. Task type varies by dataset: regression for continuous measurements (e.g., permeability, clearance, half-life) or binary classification for categorical outcomes (e.g., BBB penetration, CYP inhibition). Dataset: cyp1a2_veith. (1) The result is 0 (non-inhibitor). The drug is Cc1cccc(OCCCC(=O)Nc2ccc(N3CCCCC3)cc2)c1. (2) The compound is Cc1n[nH]c(=S)c2nn(-c3ccccc3)c(C)c12. The result is 1 (inhibitor). (3) The compound is COC(=O)[C@@]1(Cc2ccc(OC)cc2)[C@H]2c3cc(C(=O)N4CCCC4)n(Cc4cc(F)cc5c4OCOC5)c3C[C@H]2CN1C(=O)c1ccccc1. The result is 0 (non-inhibitor). (4) The drug is C[N+]1(CCCC[N+]2(C)CCCCCCC2)CCCCCCC1. The result is 0 (non-inhibitor). (5) The drug is Cc1nc2cnc(Oc3cccc(Cl)c3)nc2n(C[C@H]2CCCO2)c1=O. The result is 1 (inhibitor). (6) The drug is Cc1noc(C)c1-c1cncnc1NC1CC1. The result is 0 (non-inhibitor).